Task: Predict which catalyst facilitates the given reaction.. Dataset: Catalyst prediction with 721,799 reactions and 888 catalyst types from USPTO (1) Reactant: [F:1][C:2]1[C:3]([C:22]([F:25])([F:24])[F:23])=[C:4]([C:9]2[CH2:14][CH2:13][N:12]([C:15]([O:17][C:18]([CH3:21])([CH3:20])[CH3:19])=[O:16])[CH2:11][CH:10]=2)[CH:5]=[C:6]([F:8])[CH:7]=1. Product: [F:1][C:2]1[C:3]([C:22]([F:24])([F:25])[F:23])=[C:4]([CH:9]2[CH2:14][CH2:13][N:12]([C:15]([O:17][C:18]([CH3:21])([CH3:20])[CH3:19])=[O:16])[CH2:11][CH2:10]2)[CH:5]=[C:6]([F:8])[CH:7]=1. The catalyst class is: 50. (2) Reactant: [Cl:1][C:2]1[CH:3]=[CH:4][CH:5]=[C:6]2[C:11]=1[N:10]=[C:9]([O:12][CH2:13][CH3:14])[CH:8]=[C:7]2[O:15][CH:16]1[CH2:20][N:19]([C:21](=[O:39])[CH:22]([NH:27][C:28]([O:30][C:31]2([C:35]([F:38])([F:37])[F:36])[CH2:34][CH2:33][CH2:32]2)=[O:29])[C:23]([CH3:26])([CH3:25])[CH3:24])[CH:18]([C:40]([NH:42][C:43]2([C:48]([OH:50])=O)[CH2:45][CH:44]2[CH2:46][CH3:47])=[O:41])[CH2:17]1.C(N([CH:57]([CH3:59])[CH3:58])C(C)C)C.CN(C(ON1N=NC2C=CC=NC1=2)=[N+](C)C)C.F[P-](F)(F)(F)(F)F.C1([O:87][S:88](=[O:91])(=[O:90])[NH2:89])CC1.C1CCN2C(=NCCC2)CC1.C(O)(=O)CC(CC(O)=O)(C(O)=O)O. Product: [F:38][C:35]([F:36])([F:37])[C:31]1([O:30][C:28](=[O:29])[NH:27][CH:22]([C:21]([N:19]2[CH2:20][CH:16]([O:15][C:7]3[C:6]4[C:11](=[C:2]([Cl:1])[CH:3]=[CH:4][CH:5]=4)[N:10]=[C:9]([O:12][CH2:13][CH3:14])[CH:8]=3)[CH2:17][CH:18]2[C:40](=[O:41])[NH:42][C:43]2([C:48]([NH:89][S:88]([O:91][CH:57]3[CH2:59][CH2:58]3)(=[O:90])=[O:87])=[O:50])[CH2:45][CH:44]2[CH2:46][CH3:47])=[O:39])[C:23]([CH3:25])([CH3:26])[CH3:24])[CH2:34][CH2:33][CH2:32]1. The catalyst class is: 3. (3) Reactant: Cl.Cl.[CH3:3][N:4]1[CH2:9][CH2:8][NH:7][C@H:6]([CH3:10])[CH2:5]1.C(N(CC)C(C)C)(C)C.[Cl:20][C:21]1[C:26]([F:27])=[C:25](Cl)[N:24]=[C:23]([CH3:29])[N:22]=1. Product: [Cl:20][C:21]1[C:26]([F:27])=[C:25]([N:7]2[CH2:8][CH2:9][N:4]([CH3:3])[CH2:5][C@H:6]2[CH3:10])[N:24]=[C:23]([CH3:29])[N:22]=1. The catalyst class is: 4. (4) Reactant: Cl.[NH2:2][CH2:3][CH2:4][SH:5].[C:6]1([C:12]([C:20]2[CH:25]=[CH:24][CH:23]=[CH:22][CH:21]=2)([C:14]2[CH:19]=[CH:18][CH:17]=[CH:16][CH:15]=2)O)[CH:11]=[CH:10][CH:9]=[CH:8][CH:7]=1.O. Product: [C:12]([S:5][CH2:4][CH2:3][NH2:2])([C:6]1[CH:11]=[CH:10][CH:9]=[CH:8][CH:7]=1)([C:20]1[CH:21]=[CH:22][CH:23]=[CH:24][CH:25]=1)[C:14]1[CH:15]=[CH:16][CH:17]=[CH:18][CH:19]=1. The catalyst class is: 55. (5) The catalyst class is: 6. Reactant: FC(F)(F)C(O)=O.[CH3:8][N:9]1[CH2:18][C:17]2[C:12](=[CH:13][CH:14]=[C:15]([C:19]3[CH:24]=[CH:23][C:22]([C:25]([F:28])([F:27])[F:26])=[CH:21][CH:20]=3)[CH:16]=2)[N:11](CC2C=CC(OC)=CC=2)[C:10]1=[O:38]. Product: [CH3:8][N:9]1[CH2:18][C:17]2[C:12](=[CH:13][CH:14]=[C:15]([C:19]3[CH:20]=[CH:21][C:22]([C:25]([F:27])([F:26])[F:28])=[CH:23][CH:24]=3)[CH:16]=2)[NH:11][C:10]1=[O:38].